This data is from Catalyst prediction with 721,799 reactions and 888 catalyst types from USPTO. The task is: Predict which catalyst facilitates the given reaction. (1) Reactant: [C:1]([O:6][C@H:7]1[C:24]([CH3:26])([CH3:25])[O:23][C:22]2[C:9](=[C:10]3[C:19](=[C:20]([O:27][CH3:28])[CH:21]=2)[C:18](=[O:29])[C:17]2[CH:16]=[C:15]4[CH:30]=[CH:31][CH:32]=[CH:33][C:14]4=[CH:13][C:12]=2[N:11]3[CH3:34])[C@H:8]1O)(=[O:5])[CH2:2][CH2:3][CH3:4]. Product: [C:1]([O:6][C:7]1[C:24]([CH3:25])([CH3:26])[O:23][C:22]2[C:9](=[C:10]3[C:19](=[C:20]([O:27][CH3:28])[CH:21]=2)[C:18](=[O:29])[C:17]2[CH:16]=[C:15]4[CH:30]=[CH:31][CH:32]=[CH:33][C:14]4=[CH:13][C:12]=2[N:11]3[CH3:34])[CH:8]=1)(=[O:5])[CH2:2][CH2:3][CH3:4]. The catalyst class is: 646. (2) Reactant: [C:1]1([C:7]([N:9]2[CH2:14][CH2:13][N:12]([CH:15]3[CH2:18][N:17]([C:19]([C:21]4[CH:26]=[CH:25][C:24]([OH:27])=[CH:23][CH:22]=4)=[O:20])[CH2:16]3)[CH2:11][CH2:10]2)=[O:8])[CH:6]=[CH:5][CH:4]=[CH:3][CH:2]=1.[C:28]([N:35]1[CH2:42][CH2:41][CH:40](O)[C@@H:36]1C(O)=O)([O:30][C:31]([CH3:34])([CH3:33])[CH3:32])=[O:29].CC(OC(/N=N/C(OC(C)C)=O)=O)C. Product: [C:1]1([C:7]([N:9]2[CH2:14][CH2:13][N:12]([CH:15]3[CH2:18][N:17]([C:19]([C:21]4[CH:22]=[CH:23][C:24]([O:27][C@H:41]5[CH2:40][CH2:36][N:35]([C:28]([O:30][C:31]([CH3:34])([CH3:33])[CH3:32])=[O:29])[CH2:42]5)=[CH:25][CH:26]=4)=[O:20])[CH2:16]3)[CH2:11][CH2:10]2)=[O:8])[CH:6]=[CH:5][CH:4]=[CH:3][CH:2]=1. The catalyst class is: 1. (3) Reactant: [CH3:1][C:2]1[CH:7]=[C:6]([C:8](=[O:11])[NH:9][CH3:10])[CH:5]=[CH:4][C:3]=1[N:12]1[CH2:17][CH2:16][N:15](C(OC(C)(C)C)=O)[CH2:14][CH2:13]1.[ClH:25]. The catalyst class is: 12. Product: [ClH:25].[ClH:25].[CH3:10][NH:9][C:8](=[O:11])[C:6]1[CH:5]=[CH:4][C:3]([N:12]2[CH2:17][CH2:16][NH:15][CH2:14][CH2:13]2)=[C:2]([CH3:1])[CH:7]=1. (4) Reactant: [CH:1]1([C@H:7]2[CH2:11][N:10](C(OC(C)(C)C)=O)[C@H:9]([C@H:19]([C:21]3[C:26]([Cl:27])=[CH:25][N:24]=[CH:23][C:22]=3[Cl:28])[OH:20])[CH2:8]2)[CH2:6][CH2:5][CH2:4][CH2:3][CH2:2]1.N1CCCC1.[C:34]([OH:40])([C:36]([F:39])([F:38])[F:37])=[O:35]. Product: [F:37][C:36]([F:39])([F:38])[C:34]([OH:40])=[O:35].[CH:1]1([C@H:7]2[CH2:11][NH:10][C@H:9]([C@H:19]([C:21]3[C:26]([Cl:27])=[CH:25][N:24]=[CH:23][C:22]=3[Cl:28])[OH:20])[CH2:8]2)[CH2:2][CH2:3][CH2:4][CH2:5][CH2:6]1. The catalyst class is: 2. (5) Reactant: [NH:1]1[CH2:5][CH2:4][CH2:3][CH2:2]1.[CH2:6]([O:13][N:14]1[C:19](=[O:20])[C:18]2[CH:21]=[C:22]([F:26])[C:23](Cl)=[N:24][C:17]=2[N:16]([C:27]2[CH:32]=[CH:31][C:30]([C:33]([F:36])([F:35])[F:34])=[CH:29][CH:28]=2)[C:15]1=[O:37])[C:7]1[CH:12]=[CH:11][CH:10]=[CH:9][CH:8]=1.C(N(CC)CC)C. Product: [CH2:6]([O:13][N:14]1[C:19](=[O:20])[C:18]2[CH:21]=[C:22]([F:26])[C:23]([N:1]3[CH2:5][CH2:4][CH2:3][CH2:2]3)=[N:24][C:17]=2[N:16]([C:27]2[CH:32]=[CH:31][C:30]([C:33]([F:36])([F:35])[F:34])=[CH:29][CH:28]=2)[C:15]1=[O:37])[C:7]1[CH:8]=[CH:9][CH:10]=[CH:11][CH:12]=1. The catalyst class is: 10.